This data is from Catalyst prediction with 721,799 reactions and 888 catalyst types from USPTO. The task is: Predict which catalyst facilitates the given reaction. (1) The catalyst class is: 32. Reactant: [C:1]1([NH:7][C:8]2[C:13]([NH2:14])=[C:12]([C:15]3[CH:20]=[CH:19][CH:18]=[CH:17][CH:16]=3)[CH:11]=[CH:10][N:9]=2)[CH:6]=[CH:5][CH:4]=[CH:3][CH:2]=1.[CH2:21](OC=C(C#N)C#N)C. Product: [C:1]1([N:7]2[C:8]3=[N:9][CH:10]=[CH:11][C:12]([C:15]4[CH:16]=[CH:17][CH:18]=[CH:19][CH:20]=4)=[C:13]3[N:14]=[CH:21]2)[CH:6]=[CH:5][CH:4]=[CH:3][CH:2]=1. (2) Reactant: [C:1]([C:3]1[CH:4]=[N:5][C:6]2[C:11]([C:12]=1[OH:13])=[C:10]([O:14][CH:15]1[CH2:20][CH2:19][O:18][CH2:17][CH2:16]1)[CH:9]=[C:8](F)[CH:7]=2)#[N:2].[N:22]1([CH2:28][CH2:29][CH2:30][OH:31])[CH2:27][CH2:26][O:25][CH2:24][CH2:23]1.CC(C)([O-])C.[K+].C(O)(=O)C. Product: [C:1]([C:3]1[CH:4]=[N:5][C:6]2[C:11]([C:12]=1[OH:13])=[C:10]([O:14][CH:15]1[CH2:20][CH2:19][O:18][CH2:17][CH2:16]1)[CH:9]=[C:8]([O:31][CH2:30][CH2:29][CH2:28][N:22]1[CH2:27][CH2:26][O:25][CH2:24][CH2:23]1)[CH:7]=2)#[N:2]. The catalyst class is: 58.